Dataset: Forward reaction prediction with 1.9M reactions from USPTO patents (1976-2016). Task: Predict the product of the given reaction. (1) Given the reactants [CH3:1][C:2]1[CH:7]=[C:6]([C:8]2[CH:13]=[CH:12][C:11]([C:14]([F:17])([F:16])[F:15])=[CH:10][CH:9]=2)[C:5]([C:18]([OH:20])=O)=[CH:4][CH:3]=1.S(Cl)([Cl:23])=O, predict the reaction product. The product is: [CH3:1][C:2]1[CH:7]=[C:6]([C:8]2[CH:13]=[CH:12][C:11]([C:14]([F:17])([F:16])[F:15])=[CH:10][CH:9]=2)[C:5]([C:18]([Cl:23])=[O:20])=[CH:4][CH:3]=1. (2) Given the reactants [OH-].[Na+].[F:3][C:4]1[CH:5]=[C:6]([CH:11]=[CH:12][C:13]=1[CH2:14][C:15]1[CH:20]=[CH:19][CH:18]=[C:17]([F:21])[CH:16]=1)[C:7]([O:9]C)=[O:8].Cl, predict the reaction product. The product is: [F:3][C:4]1[CH:5]=[C:6]([CH:11]=[CH:12][C:13]=1[CH2:14][C:15]1[CH:20]=[CH:19][CH:18]=[C:17]([F:21])[CH:16]=1)[C:7]([OH:9])=[O:8]. (3) Given the reactants [CH2:1]1[C:5]2([CH2:10][CH2:9][NH:8][CH2:7][CH2:6]2)[CH2:4][C@@H:3]([C:11]([O:13][CH2:14][CH3:15])=[O:12])[N:2]1[C:16]([O:18][CH2:19][C:20]1[CH:25]=[CH:24][CH:23]=[CH:22][CH:21]=1)=[O:17].[ClH:26].O1CCOCC1, predict the reaction product. The product is: [ClH:26].[CH2:1]1[C:5]2([CH2:6][CH2:7][NH:8][CH2:9][CH2:10]2)[CH2:4][C@@H:3]([C:11]([O:13][CH2:14][CH3:15])=[O:12])[N:2]1[C:16]([O:18][CH2:19][C:20]1[CH:21]=[CH:22][CH:23]=[CH:24][CH:25]=1)=[O:17]. (4) Given the reactants [C:1]([C:3]1[CH:4]=[C:5]([C:14]2[S:15][C:16]([C:20]([O:22]CC)=[O:21])=[C:17]([CH3:19])[N:18]=2)[CH:6]=[CH:7][C:8]=1[O:9][CH2:10][CH:11]([CH3:13])[CH3:12])#[N:2].CC(C)=O.O.[OH-].[Li+].Cl, predict the reaction product. The product is: [CH3:19][C:17]1[N:18]=[C:14]([C:5]2[CH:6]=[CH:7][C:8]([O:9][CH2:10][CH:11]([CH3:13])[CH3:12])=[C:3]([C:1]#[N:2])[CH:4]=2)[S:15][C:16]=1[C:20]([OH:22])=[O:21]. (5) The product is: [N:18]1[N:19]([C:23]2[CH:24]=[C:25]3[C:29](=[CH:30][CH:31]=2)[C@H:28]([N:3]2[CH2:4][C:5]4([CH2:6][CH2:7][N:8]([C:11]([O:13][C:14]([CH3:17])([CH3:16])[CH3:15])=[O:12])[CH2:9][CH2:10]4)[CH2:2]2)[CH2:27][CH2:26]3)[N:20]=[CH:21][CH:22]=1. Given the reactants Cl.[CH2:2]1[C:5]2([CH2:10][CH2:9][N:8]([C:11]([O:13][C:14]([CH3:17])([CH3:16])[CH3:15])=[O:12])[CH2:7][CH2:6]2)[CH2:4][NH:3]1.[N:18]1[N:19]([C:23]2[CH:24]=[C:25]3[C:29](=[CH:30][CH:31]=2)[C:28](=O)[CH2:27][CH2:26]3)[N:20]=[CH:21][CH:22]=1.C(N(CC)CC)C.C(O[BH-](OC(=O)C)OC(=O)C)(=O)C.[Na+], predict the reaction product.